From a dataset of Full USPTO retrosynthesis dataset with 1.9M reactions from patents (1976-2016). Predict the reactants needed to synthesize the given product. (1) Given the product [ClH:56].[O:23]=[C:24]1[CH2:29][S:28][C:27]2[CH:30]=[CH:31][C:32]([CH2:34][NH:1][CH:2]3[CH2:7][CH2:6][N:5]([CH2:8][C@H:9]4[N:19]5[C:20]6[N:11]([C:12](=[O:22])[CH:13]=[CH:14][C:15]=6[N:16]=[CH:17][C:18]5=[O:21])[CH2:10]4)[CH2:4][CH2:3]3)=[N:33][C:26]=2[NH:25]1, predict the reactants needed to synthesize it. The reactants are: [NH2:1][CH:2]1[CH2:7][CH2:6][N:5]([CH2:8][C@H:9]2[N:19]3[C:20]4[N:11]([C:12](=[O:22])[CH:13]=[CH:14][C:15]=4[N:16]=[CH:17][C:18]3=[O:21])[CH2:10]2)[CH2:4][CH2:3]1.[O:23]=[C:24]1[CH2:29][S:28][C:27]2[CH:30]=[CH:31][C:32]([CH:34]=O)=[N:33][C:26]=2[NH:25]1.C(O[BH-](OC(=O)C)OC(=O)C)(=O)C.[Na+].C(=O)([O-])O.[Na+].C(Cl)[Cl:56]. (2) Given the product [OH:1][CH2:2][C@:3]1([CH3:31])[S:9][CH2:8][CH2:7][N:6]2[C:10]([C:13]3([C:16]4[CH:17]=[CH:18][C:19]([C:22]5[CH:30]=[CH:29][C:25]([C:26]([N:34]([CH3:35])[CH3:33])=[O:27])=[CH:24][N:23]=5)=[CH:20][CH:21]=4)[CH2:14][CH2:15]3)=[N:11][N:12]=[C:5]2[CH2:4]1, predict the reactants needed to synthesize it. The reactants are: [OH:1][CH2:2][C@:3]1([CH3:31])[S:9][CH2:8][CH2:7][N:6]2[C:10]([C:13]3([C:16]4[CH:21]=[CH:20][C:19]([C:22]5[CH:30]=[CH:29][C:25]([C:26](O)=[O:27])=[CH:24][N:23]=5)=[CH:18][CH:17]=4)[CH2:15][CH2:14]3)=[N:11][N:12]=[C:5]2[CH2:4]1.Cl.[CH3:33][NH:34][CH3:35].Cl.C(N=C=NCCCN(C)C)C.C(=O)([O-])O.[Na+].